From a dataset of Reaction yield outcomes from USPTO patents with 853,638 reactions. Predict the reaction yield, written as a fraction of the theoretical maximum amount of product (1.0 means a 100% yield; for example, 0.34 means a 34% yield). (1) The reactants are C(N1CCN(C2SC(C(O)=O)=C(C)N=2)C1=O)C1C=CC=CC=1.[CH3:23][C:24]1[N:25]=[C:26]([N:32]2[CH2:36][CH2:35][N:34]([CH2:37][C:38]3[CH:43]=[CH:42][C:41]([O:44][C:45]([F:48])([F:47])[F:46])=[CH:40][CH:39]=3)[C:33]2=[O:49])[S:27][C:28]=1[C:29]([OH:31])=O.[NH2:50][CH2:51][C:52]1[CH:53]=[N:54][CH:55]=[CH:56][CH:57]=1. No catalyst specified. The product is [CH3:23][C:24]1[N:25]=[C:26]([N:32]2[CH2:36][CH2:35][N:34]([CH2:37][C:38]3[CH:39]=[CH:40][C:41]([O:44][C:45]([F:46])([F:47])[F:48])=[CH:42][CH:43]=3)[C:33]2=[O:49])[S:27][C:28]=1[C:29]([NH:50][CH2:51][C:52]1[CH:53]=[N:54][CH:55]=[CH:56][CH:57]=1)=[O:31]. The yield is 0.770. (2) The reactants are [O:1]([C:8]1[CH:13]=[CH:12][C:11](B(O)O)=[CH:10][CH:9]=1)[C:2]1[CH:7]=[CH:6][CH:5]=[CH:4][CH:3]=1.O1CCN(CC[CH2:25][O:26][C:27]2[CH:36]=[C:35]3[C:30]([C:31]([O:37][C:38]4[CH:43]=[CH:42][C:41](NC(=O)CC5C=CC=CN=5)=[CH:40][C:39]=4[F:54])=[CH:32][CH:33]=[N:34]3)=[CH:29][C:28]=2[O:55][CH3:56])CC1. No catalyst specified. The product is [F:54][C:39]1[CH:40]=[C:41]([C:11]2[CH:12]=[CH:13][C:8]([O:1][C:2]3[CH:7]=[CH:6][CH:5]=[CH:4][CH:3]=3)=[CH:9][CH:10]=2)[CH:42]=[CH:43][C:38]=1[O:37][C:31]1[C:30]2[C:35](=[CH:36][C:27]([O:26][CH3:25])=[C:28]([O:55][CH3:56])[CH:29]=2)[N:34]=[CH:33][CH:32]=1. The yield is 0.510. (3) The reactants are FC(F)(F)C(O)=O.[CH3:8][O:9][C:10]1[CH:29]=[C:28]([N+:30]([O-:32])=[O:31])[CH:27]=[CH:26][C:11]=1[O:12][CH:13]1[CH2:18][CH2:17][N:16](C(OC(C)(C)C)=O)[CH2:15][CH2:14]1. The catalyst is ClCCl. The product is [CH3:8][O:9][C:10]1[CH:29]=[C:28]([N+:30]([O-:32])=[O:31])[CH:27]=[CH:26][C:11]=1[O:12][CH:13]1[CH2:18][CH2:17][NH:16][CH2:15][CH2:14]1. The yield is 0.960. (4) The product is [ClH:1].[CH3:55][C:56]1([C:59]([N:21]2[CH2:20][CH2:19][CH:18]([O:17][C:16]3[CH:24]=[CH:25][C:13]([O:12][CH2:11][CH2:10][CH2:9][N:5]4[CH2:6][CH2:7][CH2:8][C@H:4]4[CH3:3])=[CH:14][CH:15]=3)[CH2:23][CH2:22]2)=[O:60])[CH2:58][CH2:57]1. The reactants are [ClH:1].Cl.[CH3:3][C@@H:4]1[CH2:8][CH2:7][CH2:6][N:5]1[CH2:9][CH2:10][CH2:11][O:12][C:13]1[CH:25]=[CH:24][C:16]([O:17][CH:18]2[CH2:23][CH2:22][NH:21][CH2:20][CH2:19]2)=[CH:15][CH:14]=1.CN(C)C=O.CN(C(ON1N=NC2C=CC=CC1=2)=[N+](C)C)C.F[P-](F)(F)(F)(F)F.[CH3:55][C:56]1([C:59](O)=[O:60])[CH2:58][CH2:57]1.C([O-])(O)=O.[Na+]. The catalyst is C(N(CC)CC)C. The yield is 0.340. (5) The reactants are [F:1][C:2]1[CH:7]=[CH:6][C:5]([OH:8])=[CH:4][CH:3]=1.[Br:9][CH2:10][CH2:11][CH2:12]Br.C([O-])([O-])=O.[Cs+].[Cs+]. The catalyst is C(#N)C. The product is [F:1][C:2]1[CH:7]=[CH:6][C:5]([O:8][CH2:12][CH2:11][CH2:10][Br:9])=[CH:4][CH:3]=1. The yield is 0.147. (6) The reactants are [Cl:1][C:2]1[CH:25]=[C:24]([Cl:26])[CH:23]=[CH:22][C:3]=1[CH2:4][N:5]1[C:9](/[CH:10]=[CH:11]/[C:12](O)=[O:13])=[CH:8][C:7]([O:15][CH:16]2[CH2:21][CH2:20][O:19][CH2:18][CH2:17]2)=[N:6]1.[CH3:27][CH:28]([CH3:35])[CH2:29][CH2:30][S:31]([NH2:34])(=[O:33])=[O:32].N12CCCN=C1CCCCC2. The catalyst is CN(C)C=O. The product is [Cl:1][C:2]1[CH:25]=[C:24]([Cl:26])[CH:23]=[CH:22][C:3]=1[CH2:4][N:5]1[C:9](/[CH:10]=[CH:11]/[C:12]([NH:34][S:31]([CH2:30][CH2:29][CH:28]([CH3:35])[CH3:27])(=[O:33])=[O:32])=[O:13])=[CH:8][C:7]([O:15][CH:16]2[CH2:17][CH2:18][O:19][CH2:20][CH2:21]2)=[N:6]1. The yield is 0.360. (7) The reactants are [Cl:1][C:2]1[CH:9]=[CH:8][C:7]([N+:10]([O-])=O)=[CH:6][C:3]=1[C:4]#[N:5].[OH-].[Na+]. The catalyst is C(O)(C)C.Cl. The product is [NH2:10][C:7]1[CH:8]=[CH:9][C:2]([Cl:1])=[C:3]([CH:6]=1)[C:4]#[N:5]. The yield is 0.960. (8) The reactants are [N:1]1[CH:6]=[CH:5][CH:4]=[CH:3][C:2]=1[NH:7][C:8]([N:10]1[CH2:15][CH2:14][CH:13]([C:16]2[CH:21]=[CH:20][C:19]([O:22]CC3C=CC=CC=3)=[CH:18][C:17]=2[O:30]CC2C=CC=CC=2)[CH2:12][CH2:11]1)=[O:9].CO. The catalyst is C(OCC)(=O)C.[Pd]. The product is [N:1]1[CH:6]=[CH:5][CH:4]=[CH:3][C:2]=1[NH:7][C:8]([N:10]1[CH2:15][CH2:14][CH:13]([C:16]2[CH:21]=[CH:20][C:19]([OH:22])=[CH:18][C:17]=2[OH:30])[CH2:12][CH2:11]1)=[O:9]. The yield is 0.390. (9) The yield is 0.480. The product is [CH:18]([O:17][C:16]1[C:7]2[C:5](=[O:6])[N:35]([CH2:36][C:37]3[CH:42]=[CH:41][C:40]([F:43])=[CH:39][CH:38]=3)[C:34](=[O:44])[CH2:33][C:8]=2[C:9]([O:31][CH3:32])=[C:10]2[C:15]=1[N:14]=[CH:13][CH:12]=[CH:11]2)([C:25]1[CH:26]=[CH:27][CH:28]=[CH:29][CH:30]=1)[C:19]1[CH:24]=[CH:23][CH:22]=[CH:21][CH:20]=1. The reactants are [H-].[Na+].CO[C:5]([C:7]1[C:16]([O:17][CH:18]([C:25]2[CH:30]=[CH:29][CH:28]=[CH:27][CH:26]=2)[C:19]2[CH:24]=[CH:23][CH:22]=[CH:21][CH:20]=2)=[C:15]2[C:10]([CH:11]=[CH:12][CH:13]=[N:14]2)=[C:9]([O:31][CH3:32])[C:8]=1[CH2:33][C:34](=[O:44])[NH:35][CH2:36][C:37]1[CH:42]=[CH:41][C:40]([F:43])=[CH:39][CH:38]=1)=[O:6]. The catalyst is CN(C=O)C.C(OCC)C.